Dataset: Full USPTO retrosynthesis dataset with 1.9M reactions from patents (1976-2016). Task: Predict the reactants needed to synthesize the given product. (1) The reactants are: C(OC([N:8]([C@H:16]1[CH2:24][CH2:23][CH2:22][C@H:21]([O:25][C:26]2[CH:31]=[CH:30][CH:29]=[CH:28][CH:27]=2)[C@@H:20]([O:32][C:33]2[CH:38]=[CH:37][CH:36]=[CH:35][CH:34]=2)[C@H:19]([CH3:39])[O:18][C:17]1=[O:40])C(=O)OC(C)(C)C)=O)(C)(C)C.[ClH:41]. Given the product [Cl-:41].[CH3:39][C@@H:19]1[O:18][C:17](=[O:40])[C@@H:16]([NH3+:8])[CH2:24][CH2:23][CH2:22][C@H:21]([O:25][C:26]2[CH:31]=[CH:30][CH:29]=[CH:28][CH:27]=2)[C@H:20]1[O:32][C:33]1[CH:38]=[CH:37][CH:36]=[CH:35][CH:34]=1, predict the reactants needed to synthesize it. (2) Given the product [CH3:28][O:27][C:24]1[CH:23]=[CH:22][C:21]([N:18]2[CH2:19][CH2:20][N:15]([C:12]3[CH:13]=[CH:14][C:9]([NH2:8])=[N:10][C:11]=3[C:29]3[CH:34]=[CH:33][C:32]([CH3:35])=[CH:31][CH:30]=3)[CH2:16][CH2:17]2)=[CH:26][CH:25]=1, predict the reactants needed to synthesize it. The reactants are: C([NH:8][C:9]1[CH:14]=[CH:13][C:12]([N:15]2[CH2:20][CH2:19][N:18]([C:21]3[CH:26]=[CH:25][C:24]([O:27][CH3:28])=[CH:23][CH:22]=3)[CH2:17][CH2:16]2)=[C:11]([C:29]2[CH:34]=[CH:33][C:32]([CH3:35])=[CH:31][CH:30]=2)[N:10]=1)C1C=CC=CC=1.S(=O)(=O)(O)O.C(=O)(O)[O-].[Na+]. (3) The reactants are: [H-].[Na+].[O:3]1[C:7]2([CH2:12][CH2:11][CH:10]([OH:13])[CH2:9][CH2:8]2)[O:6][CH2:5][CH2:4]1.Br[CH2:15][C:16]1[C:17]([C:24]2[C:29]([Cl:30])=[CH:28][CH:27]=[CH:26][C:25]=2[Cl:31])=[N:18][O:19][C:20]=1[CH:21]1[CH2:23][CH2:22]1. Given the product [O:3]1[C:7]2([CH2:12][CH2:11][CH:10]([O:13][CH2:15][C:16]3[C:17]([C:24]4[C:25]([Cl:31])=[CH:26][CH:27]=[CH:28][C:29]=4[Cl:30])=[N:18][O:19][C:20]=3[CH:21]3[CH2:23][CH2:22]3)[CH2:9][CH2:8]2)[O:6][CH2:5][CH2:4]1, predict the reactants needed to synthesize it.